The task is: Predict the reaction yield, written as a fraction of the theoretical maximum amount of product (1.0 means a 100% yield; for example, 0.34 means a 34% yield).. This data is from Reaction yield outcomes from USPTO patents with 853,638 reactions. (1) The reactants are [H-].[Al+3].[Li+].[H-].[H-].[H-].[CH3:7][NH:8][C:9]1[C:14]([C:15](OCC)=[O:16])=[CH:13][N:12]=[C:11]([S:20][CH3:21])[N:10]=1. The catalyst is C1COCC1. The product is [CH3:7][NH:8][C:9]1[C:14]([CH2:15][OH:16])=[CH:13][N:12]=[C:11]([S:20][CH3:21])[N:10]=1. The yield is 0.850. (2) The reactants are [Cl:1][C:2]1[CH:7]=[CH:6][C:5]([CH2:8][C:9](=[O:16])[CH2:10][C:11]([O:13][CH2:14][CH3:15])=[O:12])=[CH:4][CH:3]=1.S(Cl)([Cl:20])(=O)=O. The catalyst is C(Cl)Cl. The product is [Cl:20][CH:10]([C:9](=[O:16])[CH2:8][C:5]1[CH:4]=[CH:3][C:2]([Cl:1])=[CH:7][CH:6]=1)[C:11]([O:13][CH2:14][CH3:15])=[O:12]. The yield is 1.00.